This data is from Reaction yield outcomes from USPTO patents with 853,638 reactions. The task is: Predict the reaction yield, written as a fraction of the theoretical maximum amount of product (1.0 means a 100% yield; for example, 0.34 means a 34% yield). (1) The reactants are [Cl:1][C:2]1[CH:7]=[CH:6][C:5]([C:8]2([C:11]3[CH:16]=[CH:15][C:14]([Br:17])=[CH:13][N:12]=3)[CH2:10][O:9]2)=[CH:4][CH:3]=1.[NH3:18]. The catalyst is CO. The product is [NH2:18][CH2:10][C:8]([C:5]1[CH:6]=[CH:7][C:2]([Cl:1])=[CH:3][CH:4]=1)([C:11]1[CH:16]=[CH:15][C:14]([Br:17])=[CH:13][N:12]=1)[OH:9]. The yield is 0.320. (2) The reactants are C([Li])CCC.CCCCCC.Br[C:13]1[N:17]([CH3:18])[C:16]2[C:19]([CH:23]([CH2:26][CH3:27])[CH2:24][CH3:25])=[CH:20][CH:21]=[CH:22][C:15]=2[N:14]=1.[C:28]1([CH3:38])[CH:33]=[C:32]([CH3:34])[CH:31]=[C:30]([CH3:35])[C:29]=1[CH:36]=[O:37]. The catalyst is C(OCC)C. The product is [CH2:24]([CH:23]([C:19]1[C:16]2[N:17]([CH3:18])[C:13]([CH:36]([C:29]3[C:28]([CH3:38])=[CH:33][C:32]([CH3:34])=[CH:31][C:30]=3[CH3:35])[OH:37])=[N:14][C:15]=2[CH:22]=[CH:21][CH:20]=1)[CH2:26][CH3:27])[CH3:25]. The yield is 0.160. (3) The reactants are I[C:2]1[CH:3]=[CH:4][C:5]2[N:6]([CH:8]=[C:9]([NH:11][C:12]([CH:14]3[CH2:16][CH2:15]3)=[O:13])[N:10]=2)[N:7]=1.[NH2:17][C:18]1[CH:19]=[C:20]([OH:26])[C:21]([Cl:25])=[CH:22][C:23]=1[F:24].C(=O)([O-])[O-].[K+].[K+]. The catalyst is CN(C)C=O. The product is [NH2:17][C:18]1[C:23]([F:24])=[CH:22][C:21]([Cl:25])=[C:20]([CH:19]=1)[O:26][C:2]1[CH:3]=[CH:4][C:5]2[N:6]([CH:8]=[C:9]([NH:11][C:12]([CH:14]3[CH2:16][CH2:15]3)=[O:13])[N:10]=2)[N:7]=1. The yield is 0.560. (4) The product is [N:15]1([C:7]2[C:8]([O:10][C:11]([F:14])([F:13])[F:12])=[CH:9][C:4]3[NH:1][CH:30]=[N:21][C:5]=3[CH:6]=2)[CH2:20][CH2:19][CH2:18][CH2:17][CH2:16]1. The reactants are [N+:1]([C:4]1[CH:9]=[C:8]([O:10][C:11]([F:14])([F:13])[F:12])[C:7]([N:15]2[CH2:20][CH2:19][CH2:18][CH2:17][CH2:16]2)=[CH:6][C:5]=1[NH2:21])([O-])=O.S(S([O-])=O)([O-])=O.[Na+].[Na+].[CH:30](OC)(OC)OC.CN(C=O)C. The yield is 0.710. The catalyst is C(O)(=O)C. (5) The reactants are [CH2:1]([C:3]1[C:7]([C:8]2[CH:13]=[CH:12][CH:11]=[CH:10][N:9]=2)=[C:6]([NH2:14])[NH:5][N:4]=1)[CH3:2].[Cl:15][C:16]1[CH:21]=[CH:20][C:19]([C:22](=O)[CH2:23][C:24](OCC)=[O:25])=[CH:18][CH:17]=1. The catalyst is CCCCO.CC1C=CC(S(O)(=O)=O)=CC=1. The product is [Cl:15][C:16]1[CH:17]=[CH:18][C:19]([C:22]2[NH:14][C:6]3[N:5]([N:4]=[C:3]([CH2:1][CH3:2])[C:7]=3[C:8]3[CH:13]=[CH:12][CH:11]=[CH:10][N:9]=3)[C:24](=[O:25])[CH:23]=2)=[CH:20][CH:21]=1. The yield is 0.530. (6) The reactants are [CH3:1][N:2]([C:10]1[CH:15]=[CH:14][C:13]([C:16]2[CH:21]=[CH:20][N:19]=[C:18]3[N:22]([S:26]([C:29]4[CH:34]=[CH:33][CH:32]=[CH:31][CH:30]=4)(=[O:28])=[O:27])[C:23]([CH3:25])=[CH:24][C:17]=23)=[CH:12][CH:11]=1)C(=O)OC(C)(C)C.C(O)(C(F)(F)F)=O. The catalyst is C(Cl)Cl. The product is [CH3:1][NH:2][C:10]1[CH:11]=[CH:12][C:13]([C:16]2[CH:21]=[CH:20][N:19]=[C:18]3[N:22]([S:26]([C:29]4[CH:34]=[CH:33][CH:32]=[CH:31][CH:30]=4)(=[O:27])=[O:28])[C:23]([CH3:25])=[CH:24][C:17]=23)=[CH:14][CH:15]=1. The yield is 0.970. (7) The reactants are [F:1][C:2]1[CH:7]=[C:6]([I:8])[CH:5]=[CH:4][C:3]=1[N:9]1[C:14]2[N:15]([CH3:29])[C:16](=[O:28])[C:17]([CH3:27])=[C:18](OS(C(F)(F)F)(=O)=O)[C:13]=2[C:12](=[O:30])[N:11]([CH2:31][C:32]2[CH:37]=[CH:36][C:35]([O:38][CH3:39])=[CH:34][CH:33]=2)[C:10]1=[O:40].[NH2:41][C:42]1[CH:43]=[C:44]([CH:49]=[CH:50][CH:51]=1)[NH:45][C:46](=[O:48])[CH3:47].CN(C)C(=O)C.N1C(C)=CC=CC=1C. The catalyst is CO. The product is [F:1][C:2]1[CH:7]=[C:6]([I:8])[CH:5]=[CH:4][C:3]=1[N:9]1[C:14]2[N:15]([CH3:29])[C:16](=[O:28])[C:17]([CH3:27])=[C:18]([NH:41][C:42]3[CH:43]=[C:44]([NH:45][C:46](=[O:48])[CH3:47])[CH:49]=[CH:50][CH:51]=3)[C:13]=2[C:12](=[O:30])[N:11]([CH2:31][C:32]2[CH:33]=[CH:34][C:35]([O:38][CH3:39])=[CH:36][CH:37]=2)[C:10]1=[O:40]. The yield is 0.946. (8) The reactants are Br[C:2]1[CH:21]=[CH:20][C:5]2[N:6]([C:11]3[CH:16]=[CH:15][C:14]([CH2:17][CH2:18][OH:19])=[CH:13][CH:12]=3)[C:7]([CH2:9][CH3:10])=[N:8][C:4]=2[CH:3]=1.C([O-])([O-])=O.[K+].[K+]. The catalyst is COCCOC.O.C1C=CC([P]([Pd]([P](C2C=CC=CC=2)(C2C=CC=CC=2)C2C=CC=CC=2)([P](C2C=CC=CC=2)(C2C=CC=CC=2)C2C=CC=CC=2)[P](C2C=CC=CC=2)(C2C=CC=CC=2)C2C=CC=CC=2)(C2C=CC=CC=2)C2C=CC=CC=2)=CC=1. The product is [CH2:9]([C:7]1[N:6]([C:11]2[CH:16]=[CH:15][C:14]([CH2:17][CH2:18][OH:19])=[CH:13][CH:12]=2)[C:5]2[CH:20]=[CH:21][C:2]([C:2]3[CH:21]=[CH:20][CH:5]=[CH:4][CH:3]=3)=[CH:3][C:4]=2[N:8]=1)[CH3:10]. The yield is 0.270.